Dataset: Full USPTO retrosynthesis dataset with 1.9M reactions from patents (1976-2016). Task: Predict the reactants needed to synthesize the given product. Given the product [O:10]([C:17]1[CH:18]=[CH:19][CH:20]=[CH:21][C:22]=1[C:2]1[N:3]=[CH:4][CH:5]=[CH:6][C:7]=1[C:8]#[N:9])[C:11]1[CH:16]=[CH:15][CH:14]=[CH:13][CH:12]=1, predict the reactants needed to synthesize it. The reactants are: Cl[C:2]1[C:7]([C:8]#[N:9])=[CH:6][CH:5]=[CH:4][N:3]=1.[O:10]([C:17]1[CH:22]=[CH:21][CH:20]=[CH:19][C:18]=1B(O)O)[C:11]1[CH:16]=[CH:15][CH:14]=[CH:13][CH:12]=1.